This data is from NCI-60 drug combinations with 297,098 pairs across 59 cell lines. The task is: Regression. Given two drug SMILES strings and cell line genomic features, predict the synergy score measuring deviation from expected non-interaction effect. (1) Drug 1: CC1C(C(=O)NC(C(=O)N2CCCC2C(=O)N(CC(=O)N(C(C(=O)O1)C(C)C)C)C)C(C)C)NC(=O)C3=C4C(=C(C=C3)C)OC5=C(C(=O)C(=C(C5=N4)C(=O)NC6C(OC(=O)C(N(C(=O)CN(C(=O)C7CCCN7C(=O)C(NC6=O)C(C)C)C)C)C(C)C)C)N)C. Drug 2: CCN(CC)CCNC(=O)C1=C(NC(=C1C)C=C2C3=C(C=CC(=C3)F)NC2=O)C. Cell line: UACC-257. Synergy scores: CSS=0.936, Synergy_ZIP=-0.431, Synergy_Bliss=1.32, Synergy_Loewe=-4.21, Synergy_HSA=-2.11. (2) Drug 1: COC1=CC(=CC(=C1O)OC)C2C3C(COC3=O)C(C4=CC5=C(C=C24)OCO5)OC6C(C(C7C(O6)COC(O7)C8=CC=CS8)O)O. Drug 2: C1=NC2=C(N1)C(=S)N=C(N2)N. Cell line: DU-145. Synergy scores: CSS=38.9, Synergy_ZIP=-2.94, Synergy_Bliss=-4.37, Synergy_Loewe=-4.05, Synergy_HSA=-0.0444. (3) Drug 1: CCC1(CC2CC(C3=C(CCN(C2)C1)C4=CC=CC=C4N3)(C5=C(C=C6C(=C5)C78CCN9C7C(C=CC9)(C(C(C8N6C)(C(=O)OC)O)OC(=O)C)CC)OC)C(=O)OC)O.OS(=O)(=O)O. Drug 2: CC(C)NC(=O)C1=CC=C(C=C1)CNNC.Cl. Cell line: UO-31. Synergy scores: CSS=2.95, Synergy_ZIP=-0.470, Synergy_Bliss=0.164, Synergy_Loewe=1.37, Synergy_HSA=0.738. (4) Cell line: SF-268. Synergy scores: CSS=6.14, Synergy_ZIP=-0.295, Synergy_Bliss=2.69, Synergy_Loewe=-9.80, Synergy_HSA=-0.218. Drug 2: CNC(=O)C1=NC=CC(=C1)OC2=CC=C(C=C2)NC(=O)NC3=CC(=C(C=C3)Cl)C(F)(F)F. Drug 1: CC1CCC2CC(C(=CC=CC=CC(CC(C(=O)C(C(C(=CC(C(=O)CC(OC(=O)C3CCCCN3C(=O)C(=O)C1(O2)O)C(C)CC4CCC(C(C4)OC)O)C)C)O)OC)C)C)C)OC.